From a dataset of Full USPTO retrosynthesis dataset with 1.9M reactions from patents (1976-2016). Predict the reactants needed to synthesize the given product. (1) Given the product [Cl:1][C:2]1[CH:7]=[CH:6][C:5]([C:8]([N:15]2[C:23]3[C:18](=[C:19]([NH:24][S:25]([CH3:28])(=[O:26])=[O:27])[CH:20]=[CH:21][CH:22]=3)[CH:17]=[CH:16]2)([CH2:13][CH3:14])[C:9]([OH:11])=[O:10])=[CH:4][CH:3]=1, predict the reactants needed to synthesize it. The reactants are: [Cl:1][C:2]1[CH:7]=[CH:6][C:5]([C:8]([N:15]2[C:23]3[C:18](=[C:19]([NH:24][S:25]([CH3:28])(=[O:27])=[O:26])[CH:20]=[CH:21][CH:22]=3)[CH:17]=[CH:16]2)([CH2:13][CH3:14])[C:9]([O:11]C)=[O:10])=[CH:4][CH:3]=1.[Li+].[OH-].Cl. (2) Given the product [N:26]1([C:24]([C:21]2[CH:20]=[CH:19][C:18]([NH:17][C:10]3[N:9]=[C:8]([N:4]4[CH2:5][CH2:6][CH2:7][C@@H:2]([NH:1][S:45]([C:39]5[CH:44]=[CH:43][CH:42]=[CH:41][CH:40]=5)(=[O:47])=[O:46])[CH2:3]4)[CH:16]=[CH:15][C:11]=3[C:12]([NH2:14])=[O:13])=[CH:23][CH:22]=2)=[O:25])[CH2:31][CH2:30][O:29][CH2:28][CH2:27]1, predict the reactants needed to synthesize it. The reactants are: [NH2:1][C@@H:2]1[CH2:7][CH2:6][CH2:5][N:4]([C:8]2[CH:16]=[CH:15][C:11]([C:12]([NH2:14])=[O:13])=[C:10]([NH:17][C:18]3[CH:23]=[CH:22][C:21]([C:24]([N:26]4[CH2:31][CH2:30][O:29][CH2:28][CH2:27]4)=[O:25])=[CH:20][CH:19]=3)[N:9]=2)[CH2:3]1.CCN(CC)CC.[C:39]1([S:45](Cl)(=[O:47])=[O:46])[CH:44]=[CH:43][CH:42]=[CH:41][CH:40]=1. (3) Given the product [Cl:37][C:22]1[C:23]([NH:25][C:26]2[C:35]([F:36])=[CH:34][CH:33]=[CH:32][C:27]=2[C:28]([NH:30][CH3:31])=[O:29])=[N:24][C:19]([NH:16][C:13]2[CH:14]=[CH:15][C:3]3[C:2]([CH3:17])([CH3:1])[CH2:11][CH2:10][C:9]4[N:5]([CH:6]=[CH:7][N:8]=4)[C:4]=3[CH:12]=2)=[N:20][CH:21]=1.[CH3:1][C:2]1([CH3:17])[CH2:11][CH2:10][C:9]2[N:5]([CH:6]=[CH:7][N:8]=2)[C:4]2[CH:12]=[C:13]([NH2:16])[CH:14]=[CH:15][C:3]1=2, predict the reactants needed to synthesize it. The reactants are: [CH3:1][C:2]1([CH3:17])[CH2:11][CH2:10][C:9]2[N:5]([CH:6]=[CH:7][N:8]=2)[C:4]2[CH:12]=[C:13]([NH2:16])[CH:14]=[CH:15][C:3]1=2.Cl[C:19]1[N:24]=[C:23]([NH:25][C:26]2[C:35]([F:36])=[CH:34][CH:33]=[CH:32][C:27]=2[C:28]([NH:30][CH3:31])=[O:29])[C:22]([Cl:37])=[CH:21][N:20]=1. (4) Given the product [CH:13]1([N:10]2[CH2:9][C:8]3([CH2:20][CH2:19]3)[C:7](=[O:21])[N:6]([CH3:22])[C:5]3[CH:4]=[N:3][C:2]([NH:23][C:24]4[C:40]([O:41][CH3:42])=[CH:39][C:27]([C:28]([NH:30][CH:31]5[CH2:36][CH2:35][N:34]([CH2:37][CH3:38])[CH2:33][CH2:32]5)=[O:29])=[C:26]([F:43])[CH:25]=4)=[N:12][C:11]2=3)[CH2:18][CH2:17][CH2:16][CH2:15][CH2:14]1, predict the reactants needed to synthesize it. The reactants are: Cl[C:2]1[N:3]=[CH:4][C:5]2[N:6]([CH3:22])[C:7](=[O:21])[C:8]3([CH2:20][CH2:19]3)[CH2:9][N:10]([CH:13]3[CH2:18][CH2:17][CH2:16][CH2:15][CH2:14]3)[C:11]=2[N:12]=1.[NH2:23][C:24]1[C:40]([O:41][CH3:42])=[CH:39][C:27]([C:28]([NH:30][CH:31]2[CH2:36][CH2:35][N:34]([CH2:37][CH3:38])[CH2:33][CH2:32]2)=[O:29])=[C:26]([F:43])[CH:25]=1.O.C1(C)C=CC(S(O)(=O)=O)=CC=1.CO.